From a dataset of Forward reaction prediction with 1.9M reactions from USPTO patents (1976-2016). Predict the product of the given reaction. (1) Given the reactants [Cl:1][C:2]1[N:7]=[C:6]([O:8][CH3:9])[C:5]([C:10]([CH3:19])([CH2:15][CH2:16][C:17]#[N:18])[C:11](OC)=[O:12])=[CH:4][CH:3]=1.Cl.C([O-])([O-])=O.[K+].[K+], predict the reaction product. The product is: [Cl:1][C:2]1[N:7]=[C:6]([O:8][CH3:9])[C:5]([C:10]2([CH3:19])[CH2:15][CH2:16][CH2:17][NH:18][C:11]2=[O:12])=[CH:4][CH:3]=1. (2) Given the reactants [Cl:1][C:2]1[CH:3]=[C:4]([NH:8][C:9](=[O:23])[C:10]2[CH:15]=[CH:14][CH:13]=[N:12][C:11]=2[NH:16][C@@H:17]2[CH2:22][CH2:21][CH2:20][NH:19][CH2:18]2)[CH:5]=[CH:6][CH:7]=1.ClC1C=C(N[C:32](=[O:50])[C:33]2C=CC=NC=2NC2CC(C)(C)NC(C)(C)C2)C=CC=1, predict the reaction product. The product is: [Cl:1][C:2]1[CH:3]=[C:4]([NH:8][C:9](=[O:23])[C:10]2[CH:15]=[CH:14][CH:13]=[N:12][C:11]=2[NH:16][C@@H:17]2[CH2:22][CH2:21][CH2:20][N:19]([CH2:33][CH2:32][OH:50])[CH2:18]2)[CH:5]=[CH:6][CH:7]=1. (3) Given the reactants [CH2:1]([O:8][C:9]1[CH:14]=[C:13]([O:15][CH2:16][C:17]2[CH:22]=[CH:21][CH:20]=[CH:19][CH:18]=2)[CH:12]=[C:11]([O:23][C:24]2[CH:29]=[CH:28][C:27]([N+:30]([O-:32])=[O:31])=[CH:26][CH:25]=2)[C:10]=1[C:33](=[O:42])[CH2:34][C:35](=O)[C:36]([O:38][CH2:39][CH3:40])=[O:37])[C:2]1[CH:7]=[CH:6][CH:5]=[CH:4][CH:3]=1.Cl.[NH2:44]O, predict the reaction product. The product is: [CH2:1]([O:8][C:9]1[CH:14]=[C:13]([O:15][CH2:16][C:17]2[CH:18]=[CH:19][CH:20]=[CH:21][CH:22]=2)[CH:12]=[C:11]([O:23][C:24]2[CH:25]=[CH:26][C:27]([N+:30]([O-:32])=[O:31])=[CH:28][CH:29]=2)[C:10]=1[C:33]1[O:42][N:44]=[C:35]([C:36]([O:38][CH2:39][CH3:40])=[O:37])[CH:34]=1)[C:2]1[CH:7]=[CH:6][CH:5]=[CH:4][CH:3]=1. (4) Given the reactants [C:1](=[N:4][OH:5])([NH2:3])[CH3:2].C(N(CC)CC)C.[CH3:13][O:14][C:15]([C@H:17]1[CH2:22][CH2:21][C@H:20]([C:23](Cl)=O)[CH2:19][CH2:18]1)=[O:16], predict the reaction product. The product is: [CH3:13][O:14][C:15]([C@H:17]1[CH2:22][CH2:21][C@H:20]([C:23]2[O:5][N:4]=[C:1]([CH3:2])[N:3]=2)[CH2:19][CH2:18]1)=[O:16]. (5) The product is: [CH:1]12[O:8][CH:5]([CH2:6][CH2:7]1)[CH2:4][N:3]([C:9]1[N:10]=[C:11]3[N:19]([CH2:31][CH2:32][CH2:33][C:34]4[CH:39]=[CH:38][CH:37]=[CH:36][CH:35]=4)[C@H:18]([C:20]([F:22])([F:21])[F:23])[CH2:17][CH2:16][N:12]3[C:13](=[O:15])[CH:14]=1)[CH2:2]2. Given the reactants [CH:1]12[O:8][CH:5]([CH2:6][CH2:7]1)[CH2:4][N:3]([C:9]1[N:10]=[C:11]3[NH:19][C@H:18]([C:20]([F:23])([F:22])[F:21])[CH2:17][CH2:16][N:12]3[C:13](=[O:15])[CH:14]=1)[CH2:2]2.C(=O)([O-])[O-].[Cs+].[Cs+].Br[CH2:31][CH2:32][CH2:33][C:34]1[CH:39]=[CH:38][CH:37]=[CH:36][CH:35]=1, predict the reaction product. (6) Given the reactants C([O:8][C:9](=[O:44])[CH:10]([NH:36][C:37]([O:39][C:40]([CH3:43])([CH3:42])[CH3:41])=[O:38])[CH2:11][C:12]1[CH:17]=[CH:16][C:15]([O:18][C:19]2[CH:24]=[CH:23][C:22]([C:25](=[O:35])[NH:26][O:27]CC3C=CC=CC=3)=[CH:21][CH:20]=2)=[CH:14][CH:13]=1)C1C=CC=CC=1.[H][H], predict the reaction product. The product is: [C:40]([O:39][C:37]([NH:36][CH:10]([CH2:11][C:12]1[CH:17]=[CH:16][C:15]([O:18][C:19]2[CH:24]=[CH:23][C:22]([C:25](=[O:35])[NH:26][OH:27])=[CH:21][CH:20]=2)=[CH:14][CH:13]=1)[C:9]([OH:44])=[O:8])=[O:38])([CH3:43])([CH3:41])[CH3:42]. (7) Given the reactants C[C:2]1[CH:11]=[CH:10][C:9]2[C:4](=[CH:5][CH:6]=[CH:7][CH:8]=2)[CH:3]=1.C(C1C=CC2C(=CC=C(C(C)C)C=2)C=1)(C)C.C(C1C2C(=CC=CC=2)C=CC=1)=CC1C=CC=CC=1.COC1C=CC2C(=CC=CC=2)C=1, predict the reaction product. The product is: [CH:8]1[C:9]2[C:4](=[CH:3][CH:2]=[CH:11][CH:10]=2)[CH:5]=[CH:6][CH:7]=1. (8) Given the reactants [CH2:1]([NH:8][CH2:9][C:10]1[CH:15]=[CH:14][CH:13]=[CH:12][CH:11]=1)[C:2]1[CH:7]=[CH:6][CH:5]=[CH:4][CH:3]=1.Cl.[CH3:17]O.C=O.[O:21]1[CH2:26][CH2:25][C:24](=[O:27])[CH2:23][CH2:22]1, predict the reaction product. The product is: [C:10]1([CH2:9][N:8]([CH2:17][CH:23]2[C:24](=[O:27])[CH2:25][CH2:26][O:21][CH2:22]2)[CH2:1][C:2]2[CH:7]=[CH:6][CH:5]=[CH:4][CH:3]=2)[CH:15]=[CH:14][CH:13]=[CH:12][CH:11]=1.